Task: Predict the reaction yield, written as a fraction of the theoretical maximum amount of product (1.0 means a 100% yield; for example, 0.34 means a 34% yield).. Dataset: Reaction yield outcomes from USPTO patents with 853,638 reactions (1) The reactants are [Cl:1][C:2]1[N:11]=[C:10](Cl)[C:9]2[C:4](=[CH:5][C:6]([O:15][CH3:16])=[C:7]([O:13][CH3:14])[CH:8]=2)[N:3]=1.[CH2:17]([N:24]1[CH2:29][CH2:28][CH:27]([OH:30])[CH2:26][CH2:25]1)[C:18]1[CH:23]=[CH:22][CH:21]=[CH:20][CH:19]=1.CC([O-])(C)C.[K+].O. The catalyst is CS(C)=O. The product is [CH2:17]([N:24]1[CH2:29][CH2:28][CH:27]([O:30][C:10]2[C:9]3[C:4](=[CH:5][C:6]([O:15][CH3:16])=[C:7]([O:13][CH3:14])[CH:8]=3)[N:3]=[C:2]([Cl:1])[N:11]=2)[CH2:26][CH2:25]1)[C:18]1[CH:19]=[CH:20][CH:21]=[CH:22][CH:23]=1. The yield is 0.670. (2) The reactants are [OH:1][CH:2]([CH:8]([O:15][C:16]1[CH:21]=[CH:20][CH:19]=[CH:18][C:17]=1[N+:22]([O-])=O)[C:9]1[CH:14]=[CH:13][CH:12]=[CH:11][CH:10]=1)[C:3]([O:5][CH2:6][CH3:7])=[O:4]. The catalyst is C(O)C.[Pd]. The product is [NH2:22][C:17]1[CH:18]=[CH:19][CH:20]=[CH:21][C:16]=1[O:15][CH:8]([C:9]1[CH:14]=[CH:13][CH:12]=[CH:11][CH:10]=1)[CH:2]([OH:1])[C:3]([O:5][CH2:6][CH3:7])=[O:4]. The yield is 0.990. (3) The reactants are [O:1]=[S:2]1(=[O:29])[CH2:7][CH2:6][CH:5]([C:8]2[C:16]3[C:11](=[C:12]([C:26]([NH2:28])=[O:27])[CH:13]=[C:14](B4OC(C)(C)C(C)(C)O4)[CH:15]=3)[NH:10][CH:9]=2)[CH2:4][CH2:3]1.Br[C:31]1[CH:32]=[C:33]2[C:37](=[CH:38][CH:39]=1)[NH:36][N:35]=[CH:34]2.C(=O)([O-])[O-].[K+].[K+]. The catalyst is O1CCOCC1.O.C1C=CC(P(C2C=CC=CC=2)[C-]2C=CC=C2)=CC=1.C1C=CC(P(C2C=CC=CC=2)[C-]2C=CC=C2)=CC=1.Cl[Pd]Cl.[Fe+2]. The product is [O:29]=[S:2]1(=[O:1])[CH2:7][CH2:6][CH:5]([C:8]2[C:16]3[C:11](=[C:12]([C:26]([NH2:28])=[O:27])[CH:13]=[C:14]([C:31]4[CH:32]=[C:33]5[C:37](=[CH:38][CH:39]=4)[NH:36][N:35]=[CH:34]5)[CH:15]=3)[NH:10][CH:9]=2)[CH2:4][CH2:3]1. The yield is 0.240. (4) The reactants are [CH3:1][CH:2]1[CH2:6][CH2:5][CH2:4][N:3]1[C:7]1[N:12]=[C:11]([NH:13][C:14]2[C:15]3[N:16]([CH:27]=[CH:28][N:29]=3)[N:17]=[C:18]([C:20]3[CH:25]=[CH:24][C:23]([OH:26])=[CH:22][CH:21]=3)[CH:19]=2)[CH:10]=[CH:9][CH:8]=1.C([O-])([O-])=O.[K+].[K+].CS([O:40][CH2:41][CH2:42][N:43]1[CH2:48][CH2:47]C[CH2:45][CH2:44]1)(=O)=O.O. The catalyst is CN(C=O)C. The product is [CH3:1][CH:2]1[CH2:6][CH2:5][CH2:4][N:3]1[C:7]1[N:12]=[C:11]([NH:13][C:14]2[C:15]3[N:16]([CH:27]=[CH:28][N:29]=3)[N:17]=[C:18]([C:20]3[CH:25]=[CH:24][C:23]([O:26][CH2:45][CH2:44][N:43]4[CH2:42][CH2:41][O:40][CH2:47][CH2:48]4)=[CH:22][CH:21]=3)[CH:19]=2)[CH:10]=[CH:9][CH:8]=1. The yield is 0.800. (5) The reactants are [OH:1][B:2]1[C:6]2[CH:7]=[CH:8][C:9]([O:11][C:12]3[CH:20]=[CH:19][C:15]([C:16]([OH:18])=[O:17])=[CH:14][CH:13]=3)=[CH:10][C:5]=2[CH2:4][O:3]1.[CH3:21][N:22]([CH2:24][CH2:25]O)[CH3:23].CCN=C=NCCCN(C)C. The catalyst is CN(C=O)C. The product is [CH3:21][N:22]([CH3:23])[CH2:24][CH2:25][O:17][C:16](=[O:18])[C:15]1[CH:14]=[CH:13][C:12]([O:11][C:9]2[CH:8]=[CH:7][C:6]3[B:2]([OH:1])[O:3][CH2:4][C:5]=3[CH:10]=2)=[CH:20][CH:19]=1. The yield is 0.560. (6) The reactants are [Cl-].O[NH3+:3].[C:4](=[O:7])([O-])[OH:5].[Na+].CS(C)=O.[CH3:13][C:14]([CH3:45])([CH3:44])[CH2:15][N:16]1[C:21](=[O:22])[C:20]([CH2:23][C:24]2[CH:29]=[CH:28][C:27]([C:30]3[C:31]([C:36]#[N:37])=[CH:32][CH:33]=[CH:34][CH:35]=3)=[CH:26][CH:25]=2)=[C:19]([CH2:38][CH2:39][CH3:40])[N:18]2[N:41]=[CH:42][N:43]=[C:17]12. The catalyst is C(OCC)(=O)C. The product is [CH3:45][C:14]([CH3:44])([CH3:13])[CH2:15][N:16]1[C:21](=[O:22])[C:20]([CH2:23][C:24]2[CH:25]=[CH:26][C:27]([C:30]3[CH:35]=[CH:34][CH:33]=[CH:32][C:31]=3[C:36]3[NH:3][C:4](=[O:7])[O:5][N:37]=3)=[CH:28][CH:29]=2)=[C:19]([CH2:38][CH2:39][CH3:40])[N:18]2[N:41]=[CH:42][N:43]=[C:17]12. The yield is 0.400. (7) The yield is 0.580. The reactants are [CH:1]1([O:6][C:7]2[CH:12]=[CH:11][CH:10]=[CH:9][C:8]=2[NH:13][C:14](=[O:16])[CH3:15])[CH2:5][CH2:4][CH:3]=[CH:2]1.ClCCl.C([O:24]C)(C)(C)C. No catalyst specified. The product is [CH:2]12[O:24][CH:3]1[CH2:4][CH2:5][CH:1]2[O:6][C:7]1[CH:12]=[CH:11][CH:10]=[CH:9][C:8]=1[NH:13][C:14](=[O:16])[CH3:15]. (8) The reactants are Br[C:2]1[CH:3]=[C:4]2[C:9](=[CH:10][CH:11]=1)[N:8]=[C:7]([C:12]1[CH:13]=[N:14][CH:15]=[CH:16][CH:17]=1)[N:6]=[C:5]2[NH:18][CH3:19].[CH3:20][O:21][C:22]1[N:27]=[CH:26][C:25](B(O)O)=[CH:24][CH:23]=1.O.P([O-])([O-])([O-])=O.[K+].[K+].[K+]. The catalyst is O1CCOCC1.O.O. The product is [CH3:20][O:21][C:22]1[N:27]=[CH:26][C:25]([C:2]2[CH:3]=[C:4]3[C:9](=[CH:10][CH:11]=2)[N:8]=[C:7]([C:12]2[CH:13]=[N:14][CH:15]=[CH:16][CH:17]=2)[N:6]=[C:5]3[NH:18][CH3:19])=[CH:24][CH:23]=1. The yield is 0.510.